This data is from Reaction yield outcomes from USPTO patents with 853,638 reactions. The task is: Predict the reaction yield, written as a fraction of the theoretical maximum amount of product (1.0 means a 100% yield; for example, 0.34 means a 34% yield). (1) The reactants are [N+:1]([C:4]1[CH:9]=[CH:8][C:7]([P:10](=[O:17])([O:14][CH2:15][CH3:16])[O:11][CH2:12][CH3:13])=[CH:6][CH:5]=1)([O-])=O.[H][H]. The catalyst is [Pd].CCO. The product is [NH2:1][C:4]1[CH:9]=[CH:8][C:7]([P:10](=[O:17])([O:11][CH2:12][CH3:13])[O:14][CH2:15][CH3:16])=[CH:6][CH:5]=1. The yield is 0.980. (2) The reactants are C[N:2]1[C:7]([CH3:8])=[C:6]([N+:9]([O-:11])=[O:10])[CH:5]=[C:4]([N+]([O-])=O)[C:3]1=O.O=C1C[CH2:21][CH:20]([NH:23][C:24](=[O:30])[O:25][C:26]([CH3:29])([CH3:28])[CH3:27])[CH2:19][CH2:18]1.N. No catalyst specified. The product is [CH3:8][C:7]1[C:6]([N+:9]([O-:11])=[O:10])=[CH:5][C:4]2[CH2:21][CH:20]([NH:23][C:24](=[O:30])[O:25][C:26]([CH3:27])([CH3:29])[CH3:28])[CH2:19][CH2:18][C:3]=2[N:2]=1. The yield is 0.280.